From a dataset of Full USPTO retrosynthesis dataset with 1.9M reactions from patents (1976-2016). Predict the reactants needed to synthesize the given product. (1) Given the product [CH:1]1([C:8]2[CH:13]=[C:12]([CH2:14][OH:15])[CH:11]=[CH:10][C:9]=2[C:18]2[CH:23]=[C:22]([O:24][CH3:25])[CH:21]=[CH:20][C:19]=2[F:26])[CH2:2][CH2:3][CH2:4][CH2:5][CH2:6][CH2:7]1, predict the reactants needed to synthesize it. The reactants are: [CH:1]1([C:8]2[CH:13]=[C:12]([C:14](OC)=[O:15])[CH:11]=[CH:10][C:9]=2[C:18]2[CH:23]=[C:22]([O:24][CH3:25])[CH:21]=[CH:20][C:19]=2[F:26])[CH2:7][CH2:6][CH2:5][CH2:4][CH2:3][CH2:2]1.[H-].[H-].[H-].[H-].[Li+].[Al+3].[OH-].[Na+]. (2) Given the product [CH3:20][O:19][C:16]1[CH:17]=[C:18]2[C:13](=[CH:14][C:15]=1[O:21][CH3:22])[N:12]=[CH:11][CH:10]=[C:9]2[O:8][C:7]1[C:2]([C:29]#[C:28][Si:25]([CH3:27])([CH3:26])[CH3:24])=[N:3][C:4]([CH3:23])=[CH:5][CH:6]=1, predict the reactants needed to synthesize it. The reactants are: I[C:2]1[C:7]([O:8][C:9]2[C:18]3[C:13](=[CH:14][C:15]([O:21][CH3:22])=[C:16]([O:19][CH3:20])[CH:17]=3)[N:12]=[CH:11][CH:10]=2)=[CH:6][CH:5]=[C:4]([CH3:23])[N:3]=1.[CH3:24][Si:25]([C:28]#[CH:29])([CH3:27])[CH3:26].C(N(C(C)C)CC)(C)C.